This data is from NCI-60 drug combinations with 297,098 pairs across 59 cell lines. The task is: Regression. Given two drug SMILES strings and cell line genomic features, predict the synergy score measuring deviation from expected non-interaction effect. Drug 1: C1CC(C1)(C(=O)O)C(=O)O.[NH2-].[NH2-].[Pt+2]. Drug 2: C1CN(P(=O)(OC1)NCCCl)CCCl. Cell line: DU-145. Synergy scores: CSS=4.83, Synergy_ZIP=0.570, Synergy_Bliss=6.64, Synergy_Loewe=-15.3, Synergy_HSA=-1.11.